Dataset: Forward reaction prediction with 1.9M reactions from USPTO patents (1976-2016). Task: Predict the product of the given reaction. (1) Given the reactants [C:1]1([NH2:8])[CH:6]=[CH:5][CH:4]=[CH:3][C:2]=1[NH2:7].[CH3:9][CH2:10][OH:11], predict the reaction product. The product is: [NH:7]1[C:2]2[C:1](=[CH:6][CH:5]=[CH:4][CH:3]=2)[N:8]=[CH:9][C:10]1=[O:11]. (2) Given the reactants [ClH:1].[NH2:2][C@@H:3]1[CH2:15][C:14]2[C:13]3[C:8](=[CH:9][CH:10]=[C:11]([F:16])[CH:12]=3)[N:7]([CH2:17][C:18]([O:20][CH2:21][CH3:22])=[O:19])[C:6]=2[CH2:5][CH2:4]1.C(OC(N[C@H]1CC2C3C(=CC=C(F)C=3)N(CC(OCC)=O)C=2CC1)=O)C1C=CC=CC=1, predict the reaction product. The product is: [ClH:1].[NH2:2][C@H:3]1[CH2:15][C:14]2[C:13]3[C:8](=[CH:9][CH:10]=[C:11]([F:16])[CH:12]=3)[N:7]([CH2:17][C:18]([O:20][CH2:21][CH3:22])=[O:19])[C:6]=2[CH2:5][CH2:4]1. (3) Given the reactants N[C:2]1[CH:21]=[CH:20][C:5]([C:6]([NH:8][CH2:9][C:10]2([C:13]3[CH:18]=[CH:17][C:16]([Cl:19])=[CH:15][CH:14]=3)[CH2:12][CH2:11]2)=[O:7])=[CH:4][C:3]=1[F:22].N([O-])=O.[Na+].[S:27](=[O:29])=[O:28].[ClH:30], predict the reaction product. The product is: [Cl:19][C:16]1[CH:17]=[CH:18][C:13]([C:10]2([CH2:9][NH:8][C:6]([C:5]3[CH:20]=[CH:21][C:2]([S:27]([Cl:30])(=[O:29])=[O:28])=[C:3]([F:22])[CH:4]=3)=[O:7])[CH2:12][CH2:11]2)=[CH:14][CH:15]=1. (4) Given the reactants [CH2:1]([O:8][C:9]([C:11]1[C:19]([CH3:20])=[C:18]2[C:14]([C:15]([CH2:21][CH2:22][OH:23])=[CH:16][NH:17]2)=[C:13]([Br:24])[CH:12]=1)=[O:10])[C:2]1[CH:7]=[CH:6][CH:5]=[CH:4][CH:3]=1.[C:25]([CH2:30][C:31]([O:33][CH2:34][CH3:35])=[O:32])(=O)[CH2:26][CH2:27][CH3:28].ClCCl.B(F)(F)F.CCOCC, predict the reaction product. The product is: [CH2:1]([O:8][C:9]([C:11]1[C:19]([CH3:20])=[C:18]2[C:14]([C:15]3[CH2:21][CH2:22][O:23][C:25]([CH2:30][C:31]([O:33][CH2:34][CH3:35])=[O:32])([CH2:26][CH2:27][CH3:28])[C:16]=3[NH:17]2)=[C:13]([Br:24])[CH:12]=1)=[O:10])[C:2]1[CH:3]=[CH:4][CH:5]=[CH:6][CH:7]=1. (5) Given the reactants Br[C:2]1[C:6]2[CH:7]=[C:8]([CH2:11][OH:12])[CH:9]=[CH:10][C:5]=2[S:4][CH:3]=1.CC1(C)C(C)(C)OB([C:21]2[CH:26]=[CH:25][C:24]([O:27][CH:28]3[CH2:33][CH2:32][O:31][CH2:30][CH2:29]3)=[CH:23][C:22]=2[CH3:34])O1.C([O-])([O-])=O.[Cs+].[Cs+], predict the reaction product. The product is: [CH3:34][C:22]1[CH:23]=[C:24]([O:27][CH:28]2[CH2:33][CH2:32][O:31][CH2:30][CH2:29]2)[CH:25]=[CH:26][C:21]=1[C:2]1[C:6]2[CH:7]=[C:8]([CH2:11][OH:12])[CH:9]=[CH:10][C:5]=2[S:4][CH:3]=1. (6) Given the reactants [OH:1]CC(CO)O.[P:7](=[O:11])([OH:10])([OH:9])[OH:8].[NH4+].[NH4+].[O-:14][W:15]([O-])(=[O:17])=[O:16], predict the reaction product. The product is: [OH2:1].[OH:9][P:7]([OH:11])([OH:10])=[O:8].[O:14]=[W:15](=[O:17])=[O:16].[O:14]=[W:15](=[O:17])=[O:16].[O:14]=[W:15](=[O:17])=[O:16].[O:14]=[W:15](=[O:17])=[O:16].[O:14]=[W:15](=[O:17])=[O:16].[O:14]=[W:15](=[O:17])=[O:16].[O:14]=[W:15](=[O:17])=[O:16].[O:14]=[W:15](=[O:17])=[O:16].[O:14]=[W:15](=[O:17])=[O:16].[O:14]=[W:15](=[O:17])=[O:16].[O:14]=[W:15](=[O:17])=[O:16].[O:14]=[W:15](=[O:17])=[O:16]. (7) The product is: [CH3:10][O:11][C:12]1[CH:13]=[C:14]([C:15](=[O:18])[CH2:16][NH:9][C:6]2[CH:7]=[CH:8][C:3]([O:2][CH3:1])=[CH:4][CH:5]=2)[CH:19]=[CH:20][CH:21]=1. Given the reactants [CH3:1][O:2][C:3]1[CH:8]=[CH:7][C:6]([NH2:9])=[CH:5][CH:4]=1.[CH3:10][O:11][C:12]1[CH:13]=[C:14]([CH:19]=[CH:20][CH:21]=1)[C:15](=[O:18])[CH2:16]Br.C(N(CC)CC)C, predict the reaction product. (8) Given the reactants FC(F)(F)S(O[C:7]1[C:12]([CH:13]2[CH2:15][CH2:14]2)=[CH:11][C:10]([N+:16]([O-:18])=[O:17])=[C:9]([CH3:19])[C:8]=1[CH:20]=[CH2:21])(=O)=O.CC1(C)C(C)(C)OB([C:32]2[CH:33]=[C:34]3[C:39](=[CH:40][CH:41]=2)[O:38][CH2:37][CH2:36][CH2:35]3)O1.P([O-])([O-])([O-])=O.[K+].[K+].[K+], predict the reaction product. The product is: [CH:13]1([C:12]2[C:7]([C:32]3[CH:33]=[C:34]4[C:39](=[CH:40][CH:41]=3)[O:38][CH2:37][CH2:36][CH2:35]4)=[C:8]([CH:20]=[CH2:21])[C:9]([CH3:19])=[C:10]([N+:16]([O-:18])=[O:17])[CH:11]=2)[CH2:15][CH2:14]1. (9) Given the reactants [C:1]([O:5][C:6]([N:8]1[CH2:16][C:15]2[C:10](=[CH:11][CH:12]=[C:13](I)[CH:14]=2)[CH2:9]1)=[O:7])([CH3:4])([CH3:3])[CH3:2].[F:18][C:19]([F:23])([F:22])[CH2:20][OH:21], predict the reaction product. The product is: [C:1]([O:5][C:6]([N:8]1[CH2:16][C:15]2[C:10](=[CH:11][CH:12]=[C:13]([O:21][CH2:20][C:19]([F:23])([F:22])[F:18])[CH:14]=2)[CH2:9]1)=[O:7])([CH3:4])([CH3:3])[CH3:2].